Dataset: NCI-60 drug combinations with 297,098 pairs across 59 cell lines. Task: Regression. Given two drug SMILES strings and cell line genomic features, predict the synergy score measuring deviation from expected non-interaction effect. (1) Drug 1: CC1=C(C=C(C=C1)NC2=NC=CC(=N2)N(C)C3=CC4=NN(C(=C4C=C3)C)C)S(=O)(=O)N.Cl. Drug 2: CC1CCC2CC(C(=CC=CC=CC(CC(C(=O)C(C(C(=CC(C(=O)CC(OC(=O)C3CCCCN3C(=O)C(=O)C1(O2)O)C(C)CC4CCC(C(C4)OC)O)C)C)O)OC)C)C)C)OC. Cell line: HL-60(TB). Synergy scores: CSS=0.723, Synergy_ZIP=0.282, Synergy_Bliss=-3.40, Synergy_Loewe=-47.6, Synergy_HSA=-22.7. (2) Drug 1: CC1=C(N=C(N=C1N)C(CC(=O)N)NCC(C(=O)N)N)C(=O)NC(C(C2=CN=CN2)OC3C(C(C(C(O3)CO)O)O)OC4C(C(C(C(O4)CO)O)OC(=O)N)O)C(=O)NC(C)C(C(C)C(=O)NC(C(C)O)C(=O)NCCC5=NC(=CS5)C6=NC(=CS6)C(=O)NCCC[S+](C)C)O. Drug 2: CC1CCCC2(C(O2)CC(NC(=O)CC(C(C(=O)C(C1O)C)(C)C)O)C(=CC3=CSC(=N3)C)C)C. Cell line: KM12. Synergy scores: CSS=59.2, Synergy_ZIP=0.549, Synergy_Bliss=-3.22, Synergy_Loewe=-8.19, Synergy_HSA=-0.323. (3) Drug 1: CN(C)N=NC1=C(NC=N1)C(=O)N. Drug 2: C1=NC2=C(N1)C(=S)N=C(N2)N. Cell line: 786-0. Synergy scores: CSS=38.9, Synergy_ZIP=-1.99, Synergy_Bliss=-3.78, Synergy_Loewe=-36.7, Synergy_HSA=-2.52. (4) Cell line: MDA-MB-435. Synergy scores: CSS=45.0, Synergy_ZIP=-0.430, Synergy_Bliss=2.69, Synergy_Loewe=-26.6, Synergy_HSA=3.21. Drug 1: CN1C2=C(C=C(C=C2)N(CCCl)CCCl)N=C1CCCC(=O)O.Cl. Drug 2: CC1C(C(CC(O1)OC2CC(CC3=C2C(=C4C(=C3O)C(=O)C5=C(C4=O)C(=CC=C5)OC)O)(C(=O)CO)O)N)O.Cl.